The task is: Predict the reactants needed to synthesize the given product.. This data is from Full USPTO retrosynthesis dataset with 1.9M reactions from patents (1976-2016). (1) Given the product [CH:11]1([CH2:10][CH2:9][O:8][C:6]([C:5]2[CH:17]=[C:18]([N+:19]([O-:21])=[O:20])[C:2]([S:25]([O-:28])(=[O:27])=[O:26])=[C:3]([N+:22]([O-:24])=[O:23])[CH:4]=2)=[O:7])[CH2:16][CH2:15][CH2:14][CH2:13][CH2:12]1.[Na+:29], predict the reactants needed to synthesize it. The reactants are: Cl[C:2]1[C:18]([N+:19]([O-:21])=[O:20])=[CH:17][C:5]([C:6]([O:8][CH2:9][CH2:10][CH:11]2[CH2:16][CH2:15][CH2:14][CH2:13][CH2:12]2)=[O:7])=[CH:4][C:3]=1[N+:22]([O-:24])=[O:23].[S:25]([O-:28])([O-:27])=[O:26].[Na+:29].[Na+].O.C(O)(C)C. (2) Given the product [Si:1]([O:13][CH2:9][C@H:10]([OH:12])[CH3:11])([C:4]([CH3:7])([CH3:6])[CH3:5])([CH3:3])[CH3:2], predict the reactants needed to synthesize it. The reactants are: [Si:1](Cl)([C:4]([CH3:7])([CH3:6])[CH3:5])([CH3:3])[CH3:2].[CH2:9]([OH:13])[C@H:10]([OH:12])[CH3:11].C(N(C(C)C)CC)(C)C. (3) Given the product [C:18]([C:3]1[C:2]([NH:21][C:22]2[S:26][N:25]=[C:24]([CH3:27])[CH:23]=2)=[CH:7][C:6]([NH:8][C@H:9]([CH2:13][CH:14]([CH3:16])[CH3:15])[C:10]([NH2:12])=[O:11])=[C:5]([F:17])[CH:4]=1)#[N:19], predict the reactants needed to synthesize it. The reactants are: Br[C:2]1[C:3]([C:18]#[N:19])=[CH:4][C:5]([F:17])=[C:6]([NH:8][C@H:9]([CH2:13][CH:14]([CH3:16])[CH3:15])[C:10]([NH2:12])=[O:11])[CH:7]=1.Cl.[NH2:21][C:22]1[S:26][N:25]=[C:24]([CH3:27])[CH:23]=1.C1C=CC(P(C2C(C3C(P(C4C=CC=CC=4)C4C=CC=CC=4)=CC=C4C=3C=CC=C4)=C3C(C=CC=C3)=CC=2)C2C=CC=CC=2)=CC=1.C([O-])([O-])=O.[K+].[K+]. (4) Given the product [Br:1][C:2]1[CH:10]=[CH:9][C:5]([C:6]([N:25]([O:26][CH3:27])[CH3:24])=[O:7])=[CH:4][C:3]=1[F:11], predict the reactants needed to synthesize it. The reactants are: [Br:1][C:2]1[CH:10]=[CH:9][C:5]([C:6](O)=[O:7])=[CH:4][C:3]=1[F:11].CCN=C=NCCCN(C)C.Cl.[CH3:24][NH:25][O:26][CH3:27]. (5) Given the product [C:8]([C:6]1[CH:7]=[C:2]([Br:1])[CH:3]=[CH:4][C:5]=1[O:11][C:18](=[O:19])[C:17]1[CH:21]=[CH:22][C:14]([O:13][CH3:12])=[CH:15][CH:16]=1)(=[O:10])[CH3:9], predict the reactants needed to synthesize it. The reactants are: [Br:1][C:2]1[CH:3]=[CH:4][C:5]([OH:11])=[C:6]([C:8](=[O:10])[CH3:9])[CH:7]=1.[CH3:12][O:13][C:14]1[CH:22]=[CH:21][C:17]([C:18](Cl)=[O:19])=[CH:16][CH:15]=1.Cl.